This data is from Peptide-MHC class II binding affinity with 134,281 pairs from IEDB. The task is: Regression. Given a peptide amino acid sequence and an MHC pseudo amino acid sequence, predict their binding affinity value. This is MHC class II binding data. (1) The peptide sequence is YCHGILLKDVEYARP. The MHC is DRB1_0101 with pseudo-sequence DRB1_0101. The binding affinity (normalized) is 0.360. (2) The peptide sequence is AGDLLAIETDKATI. The MHC is DRB1_0701 with pseudo-sequence DRB1_0701. The binding affinity (normalized) is 0.213. (3) The peptide sequence is HLKRYYGRILHYLKA. The MHC is DRB4_0101 with pseudo-sequence DRB4_0103. The binding affinity (normalized) is 0.714. (4) The peptide sequence is IGSFFYFPSIGMQRT. The MHC is DRB4_0101 with pseudo-sequence DRB4_0103. The binding affinity (normalized) is 0.622. (5) The peptide sequence is MRWSPRIKFLDLCVL. The MHC is DRB1_0101 with pseudo-sequence DRB1_0101. The binding affinity (normalized) is 0.279. (6) The peptide sequence is QRGVGVAQGGVFHTM. The MHC is DRB1_0404 with pseudo-sequence DRB1_0404. The binding affinity (normalized) is 0.269. (7) The peptide sequence is EKRYFAATQFEPLAA. The MHC is DRB1_0701 with pseudo-sequence DRB1_0701. The binding affinity (normalized) is 0.477. (8) The peptide sequence is CIPSLEAAVKQAYAA. The MHC is HLA-DQA10104-DQB10503 with pseudo-sequence HLA-DQA10104-DQB10503. The binding affinity (normalized) is 0.149.